This data is from Full USPTO retrosynthesis dataset with 1.9M reactions from patents (1976-2016). The task is: Predict the reactants needed to synthesize the given product. (1) Given the product [CH:22]1([CH2:21][N:17]2[CH2:16][C:15]3[C:19](=[C:11]([CH3:10])[CH:12]=[C:13]([CH2:30][CH:31]4[CH2:32][CH2:33][N:34]([CH2:4][C:3]5[CH:6]=[CH:7][CH:8]=[CH:9][C:2]=5[F:1])[CH2:35][CH2:36]4)[CH:14]=3)[C:18]2=[O:20])[CH2:25][CH2:24]1, predict the reactants needed to synthesize it. The reactants are: [F:1][C:2]1[CH:9]=[CH:8][CH:7]=[CH:6][C:3]=1[CH2:4]Br.[CH3:10][C:11]1[CH:12]=[C:13]([CH2:30][CH:31]2[CH2:36][CH2:35][NH:34][CH2:33][CH2:32]2)[CH:14]=[C:15]2[C:19]=1[C:18](=[O:20])[N:17]([CH2:21][CH:22]([CH:24]1CCCC[CH2:25]1)C)[CH2:16]2.C(=O)([O-])[O-].[K+].[K+].CC(C)([O-])C.[Na+]. (2) Given the product [F:1][C:2]1[C:19]([F:20])=[C:18]2[C:5]([CH2:6][C:7]3([C@H:16]4[C@H:24]([CH3:25])[O:23][C@H:22]([CH3:26])[CH2:21][N:17]42)[C:12](=[O:13])[NH:11][C:10](=[O:14])[NH:9][C:8]3=[O:15])=[CH:4][C:3]=1[C:27]([NH:29][CH:30]1[CH2:34][CH2:33][NH:32][CH2:31]1)=[O:28], predict the reactants needed to synthesize it. The reactants are: [F:1][C:2]1[C:19]([F:20])=[C:18]2[C:5]([CH2:6][C:7]3([C@H:16]4[C@H:24]([CH3:25])[O:23][C@H:22]([CH3:26])[CH2:21][N:17]42)[C:12](=[O:13])[NH:11][C:10](=[O:14])[NH:9][C:8]3=[O:15])=[CH:4][C:3]=1[C:27]([NH:29][CH:30]1[CH2:34][CH2:33][N:32](C(OC(C)(C)C)=O)[CH2:31]1)=[O:28].Cl. (3) Given the product [Cl:2][C:3]1[C:4]2[O:11][C:10]([C:12]([NH2:27])=[O:13])=[C:9]([NH:15][C:16]3[CH:21]=[CH:20][C:19]([I:22])=[CH:18][C:17]=3[F:23])[C:5]=2[CH:6]=[N:7][CH:8]=1, predict the reactants needed to synthesize it. The reactants are: [Na+].[Cl:2][C:3]1[C:4]2[O:11][C:10]([C:12]([O-])=[O:13])=[C:9]([NH:15][C:16]3[CH:21]=[CH:20][C:19]([I:22])=[CH:18][C:17]=3[F:23])[C:5]=2[CH:6]=[N:7][CH:8]=1.[Cl-].[NH4+].C[N:27](C(ON1N=NC2C=CC=NC1=2)=[N+](C)C)C.F[P-](F)(F)(F)(F)F.C(N(C(C)C)CC)(C)C. (4) Given the product [NH2:7][C@H:8]([CH2:9][CH3:10])[CH2:11][NH:12][C:13]1[C:18]2[C:17](=[CH:22][CH:21]=[CH:20][CH:19]=2)[N:16]=[C:15]([C:23]2[CH:28]=[C:27]([O:29][C:43](=[O:44])[C:42]3[CH:46]=[CH:47][CH:48]=[CH:49][C:41]=3[O:40][CH3:39])[CH:26]=[CH:25][C:24]=2[OH:30])[N:14]=1, predict the reactants needed to synthesize it. The reactants are: C(OC(=O)[NH:7][C@@H:8]([CH2:11][NH:12][C:13]1[C:22]2[C:17](=[CH:18][CH:19]=[CH:20][CH:21]=2)[N:16]=[C:15]([C:23]2[CH:28]=[C:27]([OH:29])[CH:26]=[CH:25][C:24]=2[OH:30])[N:14]=1)[CH2:9][CH3:10])(C)(C)C.C(N(CC)CC)C.[CH3:39][O:40][C:41]1[CH:49]=[CH:48][CH:47]=[CH:46][C:42]=1[C:43](Cl)=[O:44].FC(F)(F)C(O)=O.C(=O)([O-])O.[Na+]. (5) Given the product [C:10]([O:14][C:15]([N:17]1[CH2:21][CH2:20][CH2:19][C@H:18]1[C:22]1[NH:8][C:5]2[CH:6]=[CH:7][C:2]([I:1])=[CH:3][C:4]=2[N:9]=1)=[O:16])([CH3:13])([CH3:11])[CH3:12], predict the reactants needed to synthesize it. The reactants are: [I:1][C:2]1[CH:3]=[C:4]([NH2:9])[C:5]([NH2:8])=[CH:6][CH:7]=1.[C:10]([O:14][C:15]([N:17]1[CH2:21][CH2:20][CH2:19][C@H:18]1[C:22](O)=O)=[O:16])([CH3:13])([CH3:12])[CH3:11].CCN(C(C)C)C(C)C.CN(C(ON1N=NC2C=CC=NC1=2)=[N+](C)C)C.F[P-](F)(F)(F)(F)F. (6) Given the product [F:55][C:39]([F:38])([F:56])[C:40]1[CH:49]=[C:48]([C:7]2[CH:8]=[CH:9][C:10]([C:11]([NH:13][S:14]([C:17]3[CH:22]=[CH:21][C:20]([NH:23][CH2:24][CH2:25][S:26][C:27]4[CH:28]=[CH:29][CH:30]=[CH:31][CH:32]=4)=[C:19]([N+:33]([O-:35])=[O:34])[CH:18]=3)(=[O:15])=[O:16])=[O:12])=[CH:36][CH:37]=2)[C:47]2[C:42](=[C:43]([C:51]([F:52])([F:53])[F:54])[CH:44]=[CH:45][CH:46]=2)[N:41]=1, predict the reactants needed to synthesize it. The reactants are: O1CCCOB1[C:7]1[CH:37]=[CH:36][C:10]([C:11]([NH:13][S:14]([C:17]2[CH:22]=[CH:21][C:20]([NH:23][CH2:24][CH2:25][S:26][C:27]3[CH:32]=[CH:31][CH:30]=[CH:29][CH:28]=3)=[C:19]([N+:33]([O-:35])=[O:34])[CH:18]=2)(=[O:16])=[O:15])=[O:12])=[CH:9][CH:8]=1.[F:38][C:39]([F:56])([F:55])[C:40]1[C:49](Cl)=[CH:48][C:47]2[C:42](=[C:43]([C:51]([F:54])([F:53])[F:52])[CH:44]=[CH:45][CH:46]=2)[N:41]=1.P(C(C)(C)C)(C(C)(C)C)C(C)(C)C.C([O-])([O-])=O.[Cs+].[Cs+]. (7) Given the product [CH2:7]([NH2:6])[CH2:8][N:9]([CH2:13][CH2:14][NH2:15])[CH2:10][CH2:11][NH2:12].[C:1]([NH2:6])(=[O:5])[CH:2]=[CH2:3], predict the reactants needed to synthesize it. The reactants are: [C:1]([O-:5])(=O)[CH:2]=[CH2:3].[NH2:6][CH2:7][CH2:8][N:9]([CH2:13][CH2:14][NH2:15])[CH2:10][CH2:11][NH2:12].Cl. (8) Given the product [C:1]([N:4]1[C:13]2[C:8](=[CH:9][C:10]([C:32]3[CH:37]=[CH:36][C:35]([CH2:38][CH2:39][C:40]([O:42][CH2:43][CH3:44])=[O:41])=[CH:34][CH:33]=3)=[CH:11][CH:12]=2)[C@H:7]([NH:23][C:24]([O:25][CH:26]([CH3:28])[CH3:27])=[O:29])[CH2:6][C@@H:5]1[CH3:30])(=[O:3])[CH3:2], predict the reactants needed to synthesize it. The reactants are: [C:1]([N:4]1[C:13]2[C:8](=[CH:9][C:10](B3OC(C)(C)C(C)(C)O3)=[CH:11][CH:12]=2)[C@H:7]([NH:23][C:24](=[O:29])[O:25][CH:26]([CH3:28])[CH3:27])[CH2:6][C@@H:5]1[CH3:30])(=[O:3])[CH3:2].Br[C:32]1[CH:37]=[CH:36][C:35]([CH2:38][CH2:39][C:40]([O:42][CH2:43][C:44]2C=CC=CC=2)=[O:41])=[CH:34][CH:33]=1.C(=O)([O-])[O-].[K+].[K+]. (9) Given the product [Br:1][C:2]1[CH:7]=[CH:6][C:5]([NH:8][C:9]2[NH:16][C:20]3[C:21](=[O:25])[CH2:22][CH2:23][CH2:24][C:19]=3[C:10]=2[C:11]([O:13][CH2:14][CH3:15])=[O:12])=[C:4]([F:17])[CH:3]=1, predict the reactants needed to synthesize it. The reactants are: [Br:1][C:2]1[CH:7]=[CH:6][C:5]([NH:8][C:9](=[NH:16])[CH2:10][C:11]([O:13][CH2:14][CH3:15])=[O:12])=[C:4]([F:17])[CH:3]=1.Br[C:19]1[CH2:24][CH2:23][CH2:22][C:21](=[O:25])[C:20]=1O.